Dataset: Forward reaction prediction with 1.9M reactions from USPTO patents (1976-2016). Task: Predict the product of the given reaction. (1) Given the reactants [NH2:1][C:2]1[CH2:3][C:4]([C:14]([O:16][CH2:17][CH3:18])=[O:15])=[CH:5][C:6]2[CH:12]=[CH:11][C:10]([Br:13])=[CH:9][C:7]=2[N:8]=1.[CH3:19][C:20]([O:23][C:24](O[C:24]([O:23][C:20]([CH3:22])([CH3:21])[CH3:19])=[O:25])=[O:25])([CH3:22])[CH3:21], predict the reaction product. The product is: [Br:13][C:10]1[CH:11]=[CH:12][C:6]2=[C:7]([CH:9]=1)[N:8]=[C:2]([NH:1][C:24]([O:23][C:20]([CH3:22])([CH3:21])[CH3:19])=[O:25])[CH2:3][C:4]([C:14]([O:16][CH2:17][CH3:18])=[O:15])=[CH:5]2. (2) The product is: [F:8][C:4]1[CH:5]=[C:6]([N+:17]([O-:19])=[O:18])[CH:7]=[C:2]([F:1])[C:3]=1[N:9]1[CH2:10][CH2:11][S:12](=[O:16])(=[O:15])[CH2:13][CH2:14]1. Given the reactants [F:1][C:2]1[CH:7]=[CH:6][CH:5]=[C:4]([F:8])[C:3]=1[N:9]1[CH2:14][CH2:13][S:12](=[O:16])(=[O:15])[CH2:11][CH2:10]1.[N+:17]([O-])([OH:19])=[O:18].O, predict the reaction product. (3) The product is: [CH3:55][O:56][C:57]([C:59]1[N:60]([C:81]2[CH:86]=[CH:85][CH:84]=[CH:83][CH:82]=2)[C:61]2[C:66]([C:67](=[O:79])[C:68]=1[CH2:69][C:70]1[CH:75]=[CH:74][C:73]([C:76](=[O:78])[CH2:77][Br:1])=[CH:72][CH:71]=1)=[CH:65][CH:64]=[C:63]([CH3:80])[N:62]=2)=[O:58]. Given the reactants [Br-:1].[Br-].[Br-].C([N+](CCCC)(CCCC)CCCC)CCC.C([N+](CCCC)(CCCC)CCCC)CCC.C([N+](CCCC)(CCCC)CCCC)CCC.[CH3:55][O:56][C:57]([C:59]1[N:60]([C:81]2[CH:86]=[CH:85][CH:84]=[CH:83][CH:82]=2)[C:61]2[C:66]([C:67](=[O:79])[C:68]=1[CH2:69][C:70]1[CH:75]=[CH:74][C:73]([C:76](=[O:78])[CH3:77])=[CH:72][CH:71]=1)=[CH:65][CH:64]=[C:63]([CH3:80])[N:62]=2)=[O:58], predict the reaction product. (4) Given the reactants Cl.[F:2][C:3]1[C:8]([NH:9][C:10]2[C:15]([C:16]3[N:24]=[CH:23][N:22]=[C:21]4[C:17]=3[N:18]=[CH:19][N:20]4C3CCCCO3)=[CH:14][CH:13]=[CH:12][N:11]=2)=[C:7]([F:31])[CH:6]=[CH:5][C:4]=1[NH:32][S:33]([C:36]1[O:37][C:38]([CH:41]2[O:45][CH2:44][CH2:43][O:42]2)=[CH:39][CH:40]=1)(=[O:35])=[O:34], predict the reaction product. The product is: [N:24]1[C:16]([C:15]2[C:10]([NH:9][C:8]3[C:3]([F:2])=[C:4]([NH:32][S:33]([C:36]4[O:37][C:38]([CH:41]5[O:45][CH2:44][CH2:43][O:42]5)=[CH:39][CH:40]=4)(=[O:34])=[O:35])[CH:5]=[CH:6][C:7]=3[F:31])=[N:11][CH:12]=[CH:13][CH:14]=2)=[C:17]2[C:21]([NH:20][CH:19]=[N:18]2)=[N:22][CH:23]=1. (5) Given the reactants [Cl:1][C:2]1[CH:3]=[C:4]([N:8]2[CH:12]=[C:11]([CH2:13][OH:14])[CH:10]=[N:9]2)[CH:5]=[CH:6][CH:7]=1, predict the reaction product. The product is: [Cl:1][C:2]1[CH:3]=[C:4]([N:8]2[CH:12]=[C:11]([CH:13]=[O:14])[CH:10]=[N:9]2)[CH:5]=[CH:6][CH:7]=1.